From a dataset of Catalyst prediction with 721,799 reactions and 888 catalyst types from USPTO. Predict which catalyst facilitates the given reaction. Reactant: [OH:1][C:2]1[CH:3]=[C:4]([C:8]2[N:17]=[C:16]([NH:18][C:19]3[CH:20]=[C:21]4[C:25](=[CH:26][CH:27]=3)[N:24]([C:28]([O:30][C:31]([CH3:34])([CH3:33])[CH3:32])=[O:29])[N:23]=[CH:22]4)[C:15]3[C:10](=[CH:11][CH:12]=[CH:13][CH:14]=3)[N:9]=2)[CH:5]=[CH:6][CH:7]=1.Cl[CH2:36][C:37]1[N:38]([CH3:42])[CH:39]=[CH:40][N:41]=1.C([O-])([O-])=O.[K+].[K+]. Product: [CH3:42][N:38]1[CH:39]=[CH:40][N:41]=[C:37]1[CH2:36][O:1][C:2]1[CH:3]=[C:4]([C:8]2[N:17]=[C:16]([NH:18][C:19]3[CH:20]=[C:21]4[C:25](=[CH:26][CH:27]=3)[N:24]([C:28]([O:30][C:31]([CH3:34])([CH3:33])[CH3:32])=[O:29])[N:23]=[CH:22]4)[C:15]3[C:10](=[CH:11][CH:12]=[CH:13][CH:14]=3)[N:9]=2)[CH:5]=[CH:6][CH:7]=1. The catalyst class is: 85.